From a dataset of Forward reaction prediction with 1.9M reactions from USPTO patents (1976-2016). Predict the product of the given reaction. (1) Given the reactants [Br:1][C:2]1[CH:3]=[CH:4][C:5]2[NH:6][C:7]3[C:12]([C:13]=2[CH:14]=1)=[CH:11][C:10]([Br:15])=[CH:9][CH:8]=3.[C:16]([O:20][C:21]([N:23]1[CH2:28][CH2:27][N:26]([CH2:29][CH:30]2[CH2:32][O:31]2)[CH2:25][CH2:24]1)=[O:22])([CH3:19])([CH3:18])[CH3:17].[H-].[Na+], predict the reaction product. The product is: [C:16]([O:20][C:21]([N:23]1[CH2:24][CH2:25][N:26]([CH2:29][CH:30]([OH:31])[CH2:32][N:6]2[C:5]3[CH:4]=[CH:3][C:2]([Br:1])=[CH:14][C:13]=3[C:12]3[C:7]2=[CH:8][CH:9]=[C:10]([Br:15])[CH:11]=3)[CH2:27][CH2:28]1)=[O:22])([CH3:19])([CH3:18])[CH3:17]. (2) Given the reactants [Br-].[Li+].[CH3:3][Mg]Cl.[CH2:6]([O:13][C:14]([NH:16][C@@H:17]([CH2:22][C:23](Cl)=[O:24])[C:18]([O:20][CH3:21])=[O:19])=[O:15])[C:7]1[CH:12]=[CH:11][CH:10]=[CH:9][CH:8]=1.[Cl-].[NH4+], predict the reaction product. The product is: [CH2:6]([O:13][C:14]([NH:16][C@@H:17]([CH2:22][C:23](=[O:24])[CH3:3])[C:18]([O:20][CH3:21])=[O:19])=[O:15])[C:7]1[CH:12]=[CH:11][CH:10]=[CH:9][CH:8]=1. (3) The product is: [CH3:12][O:9][C:8]1[CH:10]=[CH:11][C:3]([CH:2]=[O:1])=[CH:4][C:5]=1[O:6][CH2:7][C:18]#[CH:19]. Given the reactants [O:1]=[CH:2][C:3]1[CH:11]=[CH:10][C:8]([OH:9])=[C:5]([O:6][CH3:7])[CH:4]=1.[C:12]([O-])([O-])=O.[K+].[K+].[CH2:18](Br)[C:19]#C, predict the reaction product. (4) Given the reactants [CH3:1][C:2]1[CH:7]=[C:6]([C:8]2[S:12][CH:11]=[N:10][CH:9]=2)[N:5]=[C:4]([NH:13][C:14]2[CH:19]=[C:18]([C:20]([F:23])([F:22])[F:21])[CH:17]=[CH:16][N:15]=2)[CH:3]=1.[Li+].CC([N-]C(C)C)C.[CH3:32][O:33][C:34]1[CH:56]=[CH:55][C:37]([CH2:38][O:39][C:40]2[C:49]3[CH2:48][CH2:47][CH2:46][C:45](=[O:50])[C:44]=3[CH:43]=[CH:42][C:41]=2[C:51]([O:53][CH3:54])=[O:52])=[CH:36][CH:35]=1, predict the reaction product. The product is: [OH:50][C:45]1([C:11]2[S:12][C:8]([C:6]3[CH:7]=[C:2]([CH3:1])[CH:3]=[C:4]([NH:13][C:14]4[CH:19]=[C:18]([C:20]([F:23])([F:21])[F:22])[CH:17]=[CH:16][N:15]=4)[N:5]=3)=[CH:9][N:10]=2)[CH2:46][CH2:47][CH2:48][C:49]2[C:40]([O:39][CH2:38][C:37]3[CH:55]=[CH:56][C:34]([O:33][CH3:32])=[CH:35][CH:36]=3)=[C:41]([C:51]([O:53][CH3:54])=[O:52])[CH:42]=[CH:43][C:44]1=2. (5) The product is: [F:22][C:21]1[C:20]([NH:23][C:24]2[CH:29]=[CH:28][C:27]([I:30])=[CH:26][C:25]=2[F:31])=[C:19]([NH:32][S:10]([C:8]([CH2:7][C@@H:5]2[CH2:4][O:3][C:2]([CH3:14])([CH3:1])[O:6]2)=[CH2:9])(=[O:12])=[O:11])[C:18]([O:33][CH3:34])=[CH:17][C:16]=1[F:15]. Given the reactants [CH3:1][C:2]1([CH3:14])[O:6][C@H:5]([CH2:7][C:8]([S:10](Cl)(=[O:12])=[O:11])=[CH2:9])[CH2:4][O:3]1.[F:15][C:16]1[C:21]([F:22])=[C:20]([NH:23][C:24]2[CH:29]=[CH:28][C:27]([I:30])=[CH:26][C:25]=2[F:31])[C:19]([NH2:32])=[C:18]([O:33][CH3:34])[CH:17]=1, predict the reaction product. (6) The product is: [NH:5]1[C:6]([S:7][C:8]2[C:17](=[O:18])[C:16]3[C:11](=[CH:12][CH:13]=[CH:14][CH:15]=3)[C:10](=[N:19][S:20]([C:23]3[S:24][CH:25]=[CH:26][CH:27]=3)(=[O:21])=[O:22])[CH:9]=2)=[N:2][CH:1]=[N:4]1.[CH3:1][N:2]1[C:6]([S:7][C:8]2[C:17](=[O:18])[C:16]3[C:11](=[CH:12][CH:13]=[CH:14][CH:15]=3)[C:10](=[N:19][S:20]([C:23]3[S:24][CH:25]=[CH:26][CH:27]=3)(=[O:22])=[O:21])[CH:9]=2)=[N:5][N:4]=[N:3]1. Given the reactants [CH3:1][N:2]1[C:6]([S:7][C:8]2[C:17](=[O:18])[C:16]3[C:11](=[CH:12][CH:13]=[CH:14][CH:15]=3)[C:10](=[N:19][S:20]([C:23]3[S:24][CH:25]=[CH:26][CH:27]=3)(=[O:22])=[O:21])[CH:9]=2)=[N:5][N:4]=[N:3]1.SC1N=CNN=1, predict the reaction product.